Dataset: Forward reaction prediction with 1.9M reactions from USPTO patents (1976-2016). Task: Predict the product of the given reaction. (1) Given the reactants [F:1][C:2]([F:43])([F:42])[C:3]1[CH:4]=[C:5]([CH:35]=[C:36]([C:38]([F:41])([F:40])[F:39])[CH:37]=1)[C:6]([N:8]1[CH2:13][CH2:12][N:11]([CH2:14][C:15]#[C:16][CH2:17][N:18]2[CH2:23][CH2:22][O:21][CH2:20][C:19]2([CH3:25])[CH3:24])[CH2:10][CH:9]1[CH2:26][C:27]1[CH:32]=[CH:31][CH:30]=[C:29]([NH:33][CH3:34])[CH:28]=1)=[O:7].C=O.[C:46](O[BH-](OC(=O)C)OC(=O)C)(=O)C.[Na+].C(=O)([O-])O.[Na+].[Cl:65]CCl, predict the reaction product. The product is: [ClH:65].[ClH:65].[ClH:65].[F:43][C:2]([F:1])([F:42])[C:3]1[CH:4]=[C:5]([CH:35]=[C:36]([C:38]([F:39])([F:40])[F:41])[CH:37]=1)[C:6]([N:8]1[CH2:13][CH2:12][N:11]([CH2:14][C:15]#[C:16][CH2:17][N:18]2[CH2:23][CH2:22][O:21][CH2:20][C:19]2([CH3:24])[CH3:25])[CH2:10][CH:9]1[CH2:26][C:27]1[CH:32]=[CH:31][CH:30]=[C:29]([N:33]([CH3:46])[CH3:34])[CH:28]=1)=[O:7]. (2) Given the reactants [H-].[Na+].[CH3:3][C:4]1[NH:8][C:7]2[CH:9]=[CH:10][CH:11]=[C:12]([N+:13]([O-:15])=[O:14])[C:6]=2[N:5]=1.[CH3:16]I, predict the reaction product. The product is: [CH3:16][N:8]1[C:7]2[CH:9]=[CH:10][CH:11]=[C:12]([N+:13]([O-:15])=[O:14])[C:6]=2[N:5]=[C:4]1[CH3:3]. (3) The product is: [Cl:31][C:27]1[CH:26]=[C:25]([C:16]2[C:15]3[C:20](=[CH:21][CH:22]=[C:13]([C:36]([C:35]4[CH:42]=[CH:43][CH:44]=[C:33]([I:32])[CH:34]=4)=[O:37])[CH:14]=3)[N:19]=[C:18]([O:23][CH3:24])[CH:17]=2)[CH:30]=[CH:29][CH:28]=1. Given the reactants [Li]CCCC.CCCCCC.Br[C:13]1[CH:14]=[C:15]2[C:20](=[CH:21][CH:22]=1)[N:19]=[C:18]([O:23][CH3:24])[CH:17]=[C:16]2[C:25]1[CH:30]=[CH:29][CH:28]=[C:27]([Cl:31])[CH:26]=1.[I:32][C:33]1[CH:34]=[C:35]([CH:42]=[CH:43][CH:44]=1)[C:36](N(OC)C)=[O:37], predict the reaction product. (4) Given the reactants [NH2:1][C:2]1[C:10]2[C:5](=[N:6][C:7]([N:16]3[CH2:20][CH2:19][CH2:18][CH2:17]3)=[C:8]3[CH2:13][C:12]([CH3:15])([CH3:14])[CH2:11][C:9]3=2)[S:4][C:3]=1[C:21]([NH2:23])=[O:22].O.[C:25]1(C)C=CC(S(O)(=O)=O)=CC=1, predict the reaction product. The product is: [CH3:14][C:12]1([CH3:15])[CH2:11][C:9]2=[C:10]3[C:2]4[N:1]=[CH:25][NH:23][C:21](=[O:22])[C:3]=4[S:4][C:5]3=[N:6][C:7]([N:16]3[CH2:20][CH2:19][CH2:18][CH2:17]3)=[C:8]2[CH2:13]1. (5) Given the reactants [F:1][C:2]1[CH:7]=[CH:6][C:5]([OH:8])=[CH:4][CH:3]=1.O.O.[Sn](Cl)Cl.[Br:14][C:15]1[CH:16]=[C:17]([CH2:43][C:44]([OH:46])=[O:45])[CH:18]=[C:19]([Br:42])[C:20]=1[O:21][C:22]1[CH:27]=[C:26]([CH:28]([CH3:30])[CH3:29])[C:25]([O:31][CH3:32])=[CH:24][C:23]=1[CH:33](O)[C:34]1[CH:39]=[CH:38][CH:37]=[C:36]([CH3:40])[CH:35]=1.O, predict the reaction product. The product is: [Br:14][C:15]1[CH:16]=[C:17]([CH2:43][C:44]([OH:46])=[O:45])[CH:18]=[C:19]([Br:42])[C:20]=1[O:21][C:22]1[CH:27]=[C:26]([CH:28]([CH3:29])[CH3:30])[C:25]([O:31][CH3:32])=[CH:24][C:23]=1[CH:33]([O:8][C:5]1[CH:6]=[CH:7][C:2]([F:1])=[CH:3][CH:4]=1)[C:34]1[CH:39]=[CH:38][CH:37]=[C:36]([CH3:40])[CH:35]=1. (6) Given the reactants [CH:1]1[CH:2]=[CH:3][C:4]2[C:13]([C:43]([NH:45][CH2:46][C:47]([F:50])([F:49])[F:48])=[O:44])([CH2:14][CH2:15][CH2:16][CH2:17][N:18]3[CH2:23][CH2:22][CH:21]([NH:24][C:25]([C:27]4[CH:28]=[CH:29][CH:30]=[CH:31][C:32]=4[C:33]4[CH:34]=[CH:35][C:36]([C:39]([F:42])([F:41])[F:40])=[CH:37][CH:38]=4)=[O:26])[CH2:20][CH2:19]3)[C:12]3[CH:11]=[CH:10][CH:9]=[CH:8][C:7]=3[C:5]=2[CH:6]=1.[CH3:51][S:52]([OH:55])(=[O:54])=[O:53], predict the reaction product. The product is: [CH3:51][S:52]([OH:55])(=[O:54])=[O:53].[CH:9]1[CH:10]=[CH:11][C:12]2[C:13]([C:43]([NH:45][CH2:46][C:47]([F:49])([F:48])[F:50])=[O:44])([CH2:14][CH2:15][CH2:16][CH2:17][N:18]3[CH2:23][CH2:22][CH:21]([NH:24][C:25]([C:27]4[CH:28]=[CH:29][CH:30]=[CH:31][C:32]=4[C:33]4[CH:34]=[CH:35][C:36]([C:39]([F:42])([F:40])[F:41])=[CH:37][CH:38]=4)=[O:26])[CH2:20][CH2:19]3)[C:4]3[CH:3]=[CH:2][CH:1]=[CH:6][C:5]=3[C:7]=2[CH:8]=1.